Dataset: Reaction yield outcomes from USPTO patents with 853,638 reactions. Task: Predict the reaction yield, written as a fraction of the theoretical maximum amount of product (1.0 means a 100% yield; for example, 0.34 means a 34% yield). (1) The yield is 0.910. The catalyst is Br. The product is [OH:2][C:3]1[CH:12]=[C:11]2[C:6]([CH:7]=[C:8]([C:14]([OH:16])=[O:15])[C:9]([CH3:13])=[N:10]2)=[CH:5][CH:4]=1. The reactants are C[O:2][C:3]1[CH:12]=[C:11]2[C:6]([CH:7]=[C:8]([C:14]([OH:16])=[O:15])[C:9]([CH3:13])=[N:10]2)=[CH:5][CH:4]=1. (2) The reactants are [NH2:1][C:2]1[C:11]([N+:12]([O-])=O)=[CH:10][CH:9]=[C:8]2[C:3]=1[CH:4]=[CH:5][CH:6]=[N:7]2.N[C:16](N)=[O:17]. The catalyst is COCCOCCOC. The product is [NH:1]1[C:2]2[C:3]3[CH:4]=[CH:5][CH:6]=[N:7][C:8]=3[CH:9]=[CH:10][C:11]=2[NH:12][C:16]1=[O:17]. The yield is 0.910. (3) The reactants are Cl[CH:2]([C:8]1[CH:13]=[C:12]([Cl:14])[C:11]([O:15][CH3:16])=[CH:10][C:9]=1[CH3:17])[C:3]([O:5][CH2:6][CH3:7])=[O:4]. The catalyst is CC(O)=O.CCOC(C)=O.[Fe]. The product is [Cl:14][C:12]1[C:11]([O:15][CH3:16])=[CH:10][C:9]([CH3:17])=[C:8]([CH2:2][C:3]([O:5][CH2:6][CH3:7])=[O:4])[CH:13]=1. The yield is 0.452. (4) The reactants are [OH:1][C@@H:2]1[CH2:7][CH2:6][CH2:5][CH2:4][C@H:3]1[NH:8][C:9]1[S:10][C:11]2[CH:17]=[C:16]([C:18]#[N:19])[CH:15]=[CH:14][C:12]=2[N:13]=1.CO[C:22](OC)([CH3:24])[CH3:23].C1(C)C=CC(S(O)(=O)=O)=CC=1. The catalyst is O1CCOCC1. The product is [CH3:23][C:22]1([CH3:24])[N:8]([C:9]2[S:10][C:11]3[CH:17]=[C:16]([C:18]#[N:19])[CH:15]=[CH:14][C:12]=3[N:13]=2)[C@@H:3]2[CH2:4][CH2:5][CH2:6][CH2:7][C@H:2]2[O:1]1. The yield is 0.500.